From a dataset of Peptide-MHC class II binding affinity with 134,281 pairs from IEDB. Regression. Given a peptide amino acid sequence and an MHC pseudo amino acid sequence, predict their binding affinity value. This is MHC class II binding data. (1) The peptide sequence is AYEGQRVVFIQPSPV. The MHC is DRB1_0405 with pseudo-sequence DRB1_0405. The binding affinity (normalized) is 0.494. (2) The MHC is DRB1_1101 with pseudo-sequence DRB1_1101. The binding affinity (normalized) is 0.750. The peptide sequence is DDRFGLALSHLNAMS. (3) The peptide sequence is EWEFVNTPPLVKLWY. The binding affinity (normalized) is 0.315. The MHC is HLA-DQA10103-DQB10603 with pseudo-sequence HLA-DQA10103-DQB10603. (4) The peptide sequence is FHELIMKDGRTLVVP. The MHC is DRB1_0301 with pseudo-sequence DRB1_0301. The binding affinity (normalized) is 0.625.